Predict which catalyst facilitates the given reaction. From a dataset of Catalyst prediction with 721,799 reactions and 888 catalyst types from USPTO. Reactant: [CH:1]1([C:7]([NH:9][C:10]2[CH:18]=[CH:17][CH:16]=[CH:15][C:11]=2[C:12]([NH2:14])=[O:13])=O)[CH2:6][CH2:5][CH2:4][CH2:3][CH2:2]1.[OH-].[Na+].Cl. Product: [CH:1]1([C:7]2[N:14]=[C:12]([OH:13])[C:11]3[C:10](=[CH:18][CH:17]=[CH:16][CH:15]=3)[N:9]=2)[CH2:6][CH2:5][CH2:4][CH2:3][CH2:2]1. The catalyst class is: 14.